This data is from Cav3 T-type calcium channel HTS with 100,875 compounds. The task is: Binary Classification. Given a drug SMILES string, predict its activity (active/inactive) in a high-throughput screening assay against a specified biological target. (1) The drug is S(CC(=O)CC(OC(C)C)=O)c1nc(cc(c1C#N)C)C. The result is 0 (inactive). (2) The molecule is S(c1n(N)c(nn1)COc1ccccc1)CC(O)=O. The result is 0 (inactive). (3) The result is 0 (inactive). The compound is O=C1N(N=C(C1)C)C(C)C. (4) The result is 0 (inactive). The compound is O1CCN(CC1)Cc1ccc(cc1)C(=O)Nc1cc2OCOc2cc1. (5) The drug is O1c2nc([nH]c2C2(CCN(CC2)Cc2ccccc2)C(=C1N)C#N)C. The result is 0 (inactive). (6) The compound is s1c(NC(=O)CSc2n(nnn2)c2cc3OCCOc3cc2)c(c(c1C)C)C(OCC)=O. The result is 0 (inactive). (7) The drug is o1c2c(c(NCCCO)cc1=O)cccc2. The result is 0 (inactive).